Dataset: Blood-brain barrier permeability classification from the B3DB database. Task: Regression/Classification. Given a drug SMILES string, predict its absorption, distribution, metabolism, or excretion properties. Task type varies by dataset: regression for continuous measurements (e.g., permeability, clearance, half-life) or binary classification for categorical outcomes (e.g., BBB penetration, CYP inhibition). Dataset: b3db_classification. (1) The molecule is O=C1CCN=C2C[C@@H](c3ccccc3)CN12. The result is 1 (penetrates BBB). (2) The drug is O=C(O)CCCC[C@@H]1SC[C@@H]2NC(=O)N[C@H]12. The result is 1 (penetrates BBB).